Dataset: Full USPTO retrosynthesis dataset with 1.9M reactions from patents (1976-2016). Task: Predict the reactants needed to synthesize the given product. (1) Given the product [F:1][C:2]([F:26])([F:27])[C:3]1[CH:8]=[N:7][N:6]2[C:9]([C:12]3[CH:17]=[CH:16][N:15]=[C:14]([C:18]4[CH:25]=[CH:24][N:21]=[CH:20][CH:19]=4)[CH:13]=3)=[CH:10][N:11]=[C:5]2[N:4]=1, predict the reactants needed to synthesize it. The reactants are: [F:1][C:2]([F:27])([F:26])[C:3]1[CH:8]=[N:7][N:6]2[C:9]([C:12]3[CH:17]=[CH:16][N:15]=[C:14]([C:18]4[CH:25]=[CH:24]C=C[C:19]=4[C:20]#[N:21])[CH:13]=3)=[CH:10][N:11]=[C:5]2[N:4]=1.N1C=CC(B(O)O)=CC=1.C(=O)([O-])[O-].[Na+].[Na+]. (2) Given the product [CH2:1]([C@H:8]1[N:13]([C:14]([C:16]2[N:17]=[CH:18][N:19]([CH:27]3[CH2:34][CH2:33][CH2:32][CH2:31][C:28]3([CH2:29][S:44][CH2:42][CH3:43])[OH:30])[C:20]=2[C:21]2[CH:26]=[CH:25][CH:24]=[CH:23][CH:22]=2)=[O:15])[CH2:12][CH2:11][N:10]([C:35]([O:37][C:38]([CH3:40])([CH3:41])[CH3:39])=[O:36])[CH2:9]1)[C:2]1[CH:3]=[CH:4][CH:5]=[CH:6][CH:7]=1, predict the reactants needed to synthesize it. The reactants are: [CH2:1]([C@H:8]1[N:13]([C:14]([C:16]2[N:17]=[CH:18][N:19]([CH:27]3[CH2:34][CH2:33][CH2:32][CH2:31][C:28]43[O:30][CH2:29]4)[C:20]=2[C:21]2[CH:26]=[CH:25][CH:24]=[CH:23][CH:22]=2)=[O:15])[CH2:12][CH2:11][N:10]([C:35]([O:37][C:38]([CH3:41])([CH3:40])[CH3:39])=[O:36])[CH2:9]1)[C:2]1[CH:7]=[CH:6][CH:5]=[CH:4][CH:3]=1.[CH2:42]([S-:44])[CH3:43].[Na+].C(=O)(O)[O-].[Na+]. (3) Given the product [C:13]([O:7][CH:5]([CH2:4][CH2:3][CH:2]([O:8][C:20](=[O:29])[CH:21]=[CH:22][C:23]1[CH:28]=[CH:27][CH:26]=[CH:25][CH:24]=1)[CH3:1])[CH3:6])(=[O:9])[CH:12]=[CH:11][C:10]1[CH:19]=[CH:18][CH:17]=[CH:16][CH:15]=1, predict the reactants needed to synthesize it. The reactants are: [CH3:1][CH:2]([OH:8])[CH2:3][CH2:4][CH:5]([OH:7])[CH3:6].[O:9]1[CH2:13][CH2:12][CH2:11][CH2:10]1.N1[CH:19]=[CH:18][CH:17]=[CH:16][CH:15]=1.[C:20](Cl)(=[O:29])[CH:21]=[CH:22][C:23]1[CH:28]=[CH:27][CH:26]=[CH:25][CH:24]=1. (4) Given the product [N:8]1[N:5]2[CH:6]=[CH:7][C:2]([NH:11][CH2:12][C@@H:13]3[CH2:17][CH2:16][CH2:15][N:14]3[C:18]([O:20][C:21]([CH3:24])([CH3:23])[CH3:22])=[O:19])=[N:3][C:4]2=[CH:10][CH:9]=1, predict the reactants needed to synthesize it. The reactants are: Cl[C:2]1[CH:7]=[CH:6][N:5]2[N:8]=[CH:9][CH:10]=[C:4]2[N:3]=1.[NH2:11][CH2:12][C@@H:13]1[CH2:17][CH2:16][CH2:15][N:14]1[C:18]([O:20][C:21]([CH3:24])([CH3:23])[CH3:22])=[O:19].